This data is from Full USPTO retrosynthesis dataset with 1.9M reactions from patents (1976-2016). The task is: Predict the reactants needed to synthesize the given product. Given the product [Br:24][CH2:25][CH2:26][CH2:27][CH2:28][CH2:29][O:15][C:11]1[C:12](=[O:14])[CH:13]=[C:8]([C:7]([CH3:17])([CH3:16])[O:6][SiH2:5][C:1]([CH3:4])([CH3:2])[CH3:3])[O:9][CH:10]=1, predict the reactants needed to synthesize it. The reactants are: [C:1]([SiH2:5][O:6][C:7]([CH3:17])([CH3:16])[C:8]1[O:9][CH:10]=[C:11]([OH:15])[C:12](=[O:14])[CH:13]=1)([CH3:4])([CH3:3])[CH3:2].C([O-])([O-])=O.[Cs+].[Cs+].[Br:24][CH2:25][CH2:26][CH2:27][CH2:28][CH2:29]Br.